Predict the reaction yield, written as a fraction of the theoretical maximum amount of product (1.0 means a 100% yield; for example, 0.34 means a 34% yield). From a dataset of Reaction yield outcomes from USPTO patents with 853,638 reactions. (1) The yield is 1.00. The product is [S:21]([NH:1][C:2]1[C:3]([C:19]#[N:20])=[C:4]([CH:16]=[CH:17][CH:18]=1)[O:5][CH2:6][C:7]([NH:10][C:11]([NH:13][CH2:14][CH3:15])=[O:12])([CH3:8])[CH3:9])(=[O:24])(=[O:23])[NH2:22]. No catalyst specified. The reactants are [NH2:1][C:2]1[C:3]([C:19]#[N:20])=[C:4]([CH:16]=[CH:17][CH:18]=1)[O:5][CH2:6][C:7]([NH:10][C:11]([NH:13][CH2:14][CH3:15])=[O:12])([CH3:9])[CH3:8].[S:21](Cl)(=[O:24])(=[O:23])[NH2:22]. (2) The reactants are C[O:2][C:3](=[O:28])[C:4]1[CH:9]=[CH:8][C:7]([NH:10][C:11]([NH:13][C:14]2[CH:19]=[N:18][C:17]([CH3:20])=[CH:16][N:15]=2)=[O:12])=[C:6]([O:21][CH2:22][CH2:23][CH2:24][N:25]([CH3:27])[CH3:26])[CH:5]=1.[OH-].[Li+].Cl. The catalyst is CO. The product is [CH3:27][N:25]([CH3:26])[CH2:24][CH2:23][CH2:22][O:21][C:6]1[CH:5]=[C:4]([CH:9]=[CH:8][C:7]=1[NH:10][C:11]([NH:13][C:14]1[CH:19]=[N:18][C:17]([CH3:20])=[CH:16][N:15]=1)=[O:12])[C:3]([OH:28])=[O:2]. The yield is 0.520. (3) The reactants are Cl[C:2]1[CH:3]=[C:4]([O:9][CH3:10])[CH:5]=[C:6]([Cl:8])[CH:7]=1.[Mg].CN(C)[CH:14]=[O:15].CCOC(C)=O. The catalyst is C1COCC1.BrCCBr. The product is [Cl:8][C:6]1[CH:7]=[C:2]([CH:3]=[C:4]([O:9][CH3:10])[CH:5]=1)[CH:14]=[O:15]. The yield is 0.540. (4) The reactants are [Br:1][C:2]1[CH:3]=[CH:4][C:5]2[C:6]3[CH2:14][N:13]([C:15]([O:17][C:18]([CH3:21])([CH3:20])[CH3:19])=[O:16])[CH2:12][CH2:11][C:7]=3[NH:8][C:9]=2[CH:10]=1.[H-].[Na+].[CH3:24][CH:25]([Si:27](Cl)([CH:31]([CH3:33])[CH3:32])[CH:28]([CH3:30])[CH3:29])[CH3:26].O. The catalyst is CN(C=O)C. The product is [Br:1][C:2]1[CH:3]=[CH:4][C:5]2[C:6]3[CH2:14][N:13]([C:15]([O:17][C:18]([CH3:21])([CH3:20])[CH3:19])=[O:16])[CH2:12][CH2:11][C:7]=3[N:8]([Si:27]([CH:31]([CH3:33])[CH3:32])([CH:28]([CH3:30])[CH3:29])[CH:25]([CH3:26])[CH3:24])[C:9]=2[CH:10]=1. The yield is 0.610. (5) The product is [F:24][C:25]([F:34])([F:35])[C:26]1[CH:31]=[CH:30][C:29]2[O:19][C:17]([C:15]3[CH:14]=[CH:13][C:5]4[N:6]([CH:7]5[CH2:8][CH2:9][O:10][CH2:11][CH2:12]5)[C:2]([CH3:1])=[N:3][C:4]=4[CH:16]=3)=[N:33][C:28]=2[CH:27]=1. The yield is 0.120. The reactants are [CH3:1][C:2]1[N:6]([CH:7]2[CH2:12][CH2:11][O:10][CH2:9][CH2:8]2)[C:5]2[CH:13]=[CH:14][C:15]([C:17]([OH:19])=O)=[CH:16][C:4]=2[N:3]=1.S(Cl)(Cl)=O.[F:24][C:25]([F:35])([F:34])[C:26]1[CH:31]=[CH:30][C:29](O)=[C:28]([NH2:33])[CH:27]=1.C(N(CC)CC)C.CS(O)(=O)=O.C(=O)([O-])O.[Na+]. The catalyst is O.O1CCCC1. (6) The reactants are [C:1]([O:5][C:6]([N:8]([CH2:19][C:20]1[CH:25]=[CH:24][CH:23]=[CH:22][CH:21]=1)[C@H:9]([CH2:17][OH:18])[CH2:10][C:11]1[CH:16]=[CH:15][CH:14]=[CH:13][CH:12]=1)=[O:7])([CH3:4])([CH3:3])[CH3:2].C(N(CC)CC)C.O. The catalyst is CS(C)=O. The product is [C:1]([O:5][C:6]([N:8]([CH2:19][C:20]1[CH:21]=[CH:22][CH:23]=[CH:24][CH:25]=1)[C@H:9]([CH:17]=[O:18])[CH2:10][C:11]1[CH:12]=[CH:13][CH:14]=[CH:15][CH:16]=1)=[O:7])([CH3:4])([CH3:2])[CH3:3]. The yield is 1.00.